Dataset: Reaction yield outcomes from USPTO patents with 853,638 reactions. Task: Predict the reaction yield, written as a fraction of the theoretical maximum amount of product (1.0 means a 100% yield; for example, 0.34 means a 34% yield). (1) The reactants are [C:1]([C:3]1[CH:8]=[CH:7][C:6](B(O)O)=[CH:5][CH:4]=1)#[N:2].[C:12]([O:16][C:17](=[O:26])[NH:18][C:19]1[CH:24]=[CH:23][CH:22]=[C:21](Br)[CH:20]=1)([CH3:15])([CH3:14])[CH3:13].C([O-])([O-])=O.[K+].[K+]. The catalyst is CN(C=O)C.O.C1C=CC([P]([Pd]([P](C2C=CC=CC=2)(C2C=CC=CC=2)C2C=CC=CC=2)([P](C2C=CC=CC=2)(C2C=CC=CC=2)C2C=CC=CC=2)[P](C2C=CC=CC=2)(C2C=CC=CC=2)C2C=CC=CC=2)(C2C=CC=CC=2)C2C=CC=CC=2)=CC=1. The product is [C:12]([O:16][C:17](=[O:26])[NH:18][C:19]1[CH:24]=[C:23]([C:6]2[CH:7]=[CH:8][C:3]([C:1]#[N:2])=[CH:4][CH:5]=2)[CH:22]=[CH:21][CH:20]=1)([CH3:15])([CH3:13])[CH3:14]. The yield is 0.590. (2) The reactants are [Br:1][CH:2]([C:6]1[CH:11]=[CH:10][CH:9]=[CH:8][CH:7]=1)[C:3]([OH:5])=[O:4].[C:12]1([C@@H:18](O)[CH3:19])[CH:17]=[CH:16][CH:15]=[CH:14][CH:13]=1.CCN=C=NCCCN(C)C. The catalyst is CN(C1C=CN=CC=1)C.ClCCl.C(OCC)(=O)C. The product is [Br:1][CH:2]([C:6]1[CH:11]=[CH:10][CH:9]=[CH:8][CH:7]=1)[C:3]([O:5][C@H:18]([C:12]1[CH:17]=[CH:16][CH:15]=[CH:14][CH:13]=1)[CH3:19])=[O:4]. The yield is 0.730. (3) The reactants are CC1(C)C(C)(C)OB([C:9]2[CH:34]=[CH:33][C:12]3[N:13]=[C:14]([C:16]4[N:20](COCC[Si](C)(C)C)[C:19]5[CH:29]=[CH:30][CH:31]=[CH:32][C:18]=5[N:17]=4)[O:15][C:11]=3[CH:10]=2)[O:3]1.Br[C:37]1[CH:38]=[C:39]([C:44]([F:47])([F:46])[F:45])[C:40]([NH2:43])=[N:41][CH:42]=1.[F-:48].[Cs+].C([OH:54])CCC.[OH2:55]. The catalyst is CC(P(C(C)(C)C)C1C=CC(N(C)C)=CC=1)(C)C.CC(P(C(C)(C)C)C1C=CC(N(C)C)=CC=1)(C)C.Cl[Pd]Cl. The product is [F:48][C:44]([F:47])([F:45])[C:39]([OH:3])=[O:55].[F:48][C:44]([F:47])([F:45])[C:39]([OH:54])=[O:55].[NH:20]1[C:19]2[CH:29]=[CH:30][CH:31]=[CH:32][C:18]=2[N:17]=[C:16]1[C:14]1[O:15][C:11]2[CH:10]=[C:9]([C:37]3[CH:38]=[C:39]([C:44]([F:47])([F:46])[F:45])[C:40]([NH2:43])=[N:41][CH:42]=3)[CH:34]=[CH:33][C:12]=2[N:13]=1. The yield is 0.240. (4) The reactants are [CH:1]1([NH:7][C:8]([C:10]2[C:18]3[C:13](=[N:14][CH:15]=[C:16]([O:19][C:20]4[CH:25]=[CH:24][CH:23]=[CH:22][CH:21]=4)[N:17]=3)[N:12](COCC[Si](C)(C)C)[CH:11]=2)=[O:9])[CH2:6][CH2:5][CH2:4][CH2:3][CH2:2]1.FC(F)(F)C(O)=O. The catalyst is ClCCl. The product is [CH:1]1([NH:7][C:8]([C:10]2[C:18]3[C:13](=[N:14][CH:15]=[C:16]([O:19][C:20]4[CH:21]=[CH:22][CH:23]=[CH:24][CH:25]=4)[N:17]=3)[NH:12][CH:11]=2)=[O:9])[CH2:6][CH2:5][CH2:4][CH2:3][CH2:2]1. The yield is 0.220. (5) The reactants are [NH2:1][C:2]1[CH:7]=[CH:6][C:5]([OH:8])=[CH:4][CH:3]=1.CC(C)([O-])C.[K+].Cl[C:16]1[CH:21]=[CH:20][N:19]=[C:18]([C:22]([NH:24][CH3:25])=[O:23])[CH:17]=1.C([O-])([O-])=O.[K+].[K+]. The catalyst is CN(C=O)C. The product is [CH3:25][NH:24][C:22]([C:18]1[CH:17]=[C:16]([O:8][C:5]2[CH:6]=[CH:7][C:2]([NH2:1])=[CH:3][CH:4]=2)[CH:21]=[CH:20][N:19]=1)=[O:23]. The yield is 0.840. (6) The reactants are [OH-].[Na+].[Br:3][C:4]1[CH:5]=[C:6]([C:18]([O:20]CC)=O)[C:7]2[CH:12]=[N:11][N:10]([CH:13]3[CH2:17][CH2:16][CH2:15][CH2:14]3)[C:8]=2[N:9]=1.[NH2:23][CH2:24][C:25]1[C:26](=[O:33])[NH:27][C:28]([CH3:32])=[CH:29][C:30]=1[CH3:31].C1CN([P+](ON2N=NC3C=CC=CC2=3)(N2CCCC2)N2CCCC2)CC1.F[P-](F)(F)(F)(F)F. The catalyst is CCO.CS(C)=O. The product is [Br:3][C:4]1[CH:5]=[C:6]([C:18]([NH:23][CH2:24][C:25]2[C:26](=[O:33])[NH:27][C:28]([CH3:32])=[CH:29][C:30]=2[CH3:31])=[O:20])[C:7]2[CH:12]=[N:11][N:10]([CH:13]3[CH2:14][CH2:15][CH2:16][CH2:17]3)[C:8]=2[N:9]=1. The yield is 0.700. (7) The yield is 0.410. The reactants are C([C@@:4]1([C:26]2[CH:31]=[CH:30][CH:29]=[CH:28][CH:27]=2)[O:9][C:8](=[O:10])[N:7]([C@H](C2C=CC(C3C=NC(N)=CC=3)=CC=2)C)[CH2:6][CH2:5]1)C=C. The catalyst is O1CCCC1. The product is [C:26]1([CH:4]2[O:9][C:8](=[O:10])[NH:7][CH2:6][CH2:5]2)[CH:27]=[CH:28][CH:29]=[CH:30][CH:31]=1. (8) The reactants are [CH3:1][O:2][C:3]([C:5]1[CH:10]=[CH:9][C:8]([C:11]2[CH:16]=[CH:15][CH:14]=[CH:13][CH:12]=2)=[C:7]([N+:17]([O-])=O)[CH:6]=1)=[O:4]. The catalyst is C(O)C. The product is [CH3:1][O:2][C:3]([C:5]1[CH:10]=[CH:9][C:8]([C:11]2[CH:12]=[CH:13][CH:14]=[CH:15][CH:16]=2)=[C:7]([NH2:17])[CH:6]=1)=[O:4]. The yield is 1.00. (9) The catalyst is C(Cl)Cl. The yield is 0.650. The reactants are [CH:1]([C:4]1[N:5]=[C:6]([CH2:9][OH:10])[S:7][CH:8]=1)([CH3:3])[CH3:2].[Cr](O[Cr]([O-])(=O)=O)([O-])(=O)=O.[NH+]1C=CC=CC=1.[NH+]1C=CC=CC=1. The product is [CH:1]([C:4]1[N:5]=[C:6]([CH:9]=[O:10])[S:7][CH:8]=1)([CH3:3])[CH3:2]. (10) The reactants are [Cl:1][C:2]1[CH:7]=[C:6]([C:8]([F:11])([F:10])[F:9])[N:5]=[CH:4][C:3]=1[CH2:12]O.O=S(Cl)[Cl:16]. No catalyst specified. The product is [Cl:1][C:2]1[C:3]([CH2:12][Cl:16])=[CH:4][N:5]=[C:6]([C:8]([F:11])([F:10])[F:9])[CH:7]=1. The yield is 0.870.